This data is from Reaction yield outcomes from USPTO patents with 853,638 reactions. The task is: Predict the reaction yield, written as a fraction of the theoretical maximum amount of product (1.0 means a 100% yield; for example, 0.34 means a 34% yield). (1) The reactants are [F:1][C:2]1[CH:7]=[CH:6][C:5]([NH:8][C:9]([C:11]2([C:14]([NH:16][C:17]3[CH:22]=[CH:21][C:20]([O:23]CC4C=CC=CC=4)=[CH:19][CH:18]=3)=[O:15])[CH2:13][CH2:12]2)=[O:10])=[CH:4][CH:3]=1.C1CC=CCC=1. The catalyst is CCO.[Pd]. The product is [OH:23][C:20]1[CH:21]=[CH:22][C:17]([NH:16][C:14]([C:11]2([C:9]([NH:8][C:5]3[CH:4]=[CH:3][C:2]([F:1])=[CH:7][CH:6]=3)=[O:10])[CH2:13][CH2:12]2)=[O:15])=[CH:18][CH:19]=1. The yield is 0.950. (2) The reactants are [N+:1]([C:4]1[CH:9]=[CH:8][CH:7]=[CH:6][C:5]=1[NH:10]N=C(C(=O)CC)CC)([O-:3])=[O:2].[OH-:19].[Na+]. No catalyst specified. The product is [CH3:6][C:5]1[C:6]2[C:5](=[C:4]([N+:1]([O-:3])=[O:2])[CH:9]=[CH:8][CH:7]=2)[NH:10][C:4]=1[C:9](=[O:19])[CH2:8][CH3:7]. The yield is 0.100. (3) The reactants are [Br:1][C:2]1[CH:10]=[CH:9][CH:8]=[C:7]2[C:3]=1[C:4](O)([C:19]1[C:20]([OH:28])=[CH:21][C:22]3[O:26][CH2:25][CH2:24][C:23]=3[CH:27]=1)[C:5](=[O:18])[N:6]2[CH2:11][C:12]1[CH:17]=[CH:16][CH:15]=[CH:14][N:13]=1.C(N(CC)CC)C.O=S(Cl)Cl. The catalyst is ClCCl.C(O)(=O)C.O1CCCC1.[Zn]. The product is [Br:1][C:2]1[CH:10]=[CH:9][CH:8]=[C:7]2[C:3]=1[CH:4]([C:19]1[C:20]([OH:28])=[CH:21][C:22]3[O:26][CH2:25][CH2:24][C:23]=3[CH:27]=1)[C:5](=[O:18])[N:6]2[CH2:11][C:12]1[CH:17]=[CH:16][CH:15]=[CH:14][N:13]=1. The yield is 0.770. (4) The reactants are C[O:2][C:3]1[CH:20]=[CH:19][C:6]2[N:7]=[C:8]([C:10]3[CH:15]=[CH:14][CH:13]=[C:12]([O:16]C)[C:11]=3[CH3:18])[S:9][C:5]=2[CH:4]=1.B(Br)(Br)Br. No catalyst specified. The product is [OH:2][C:3]1[CH:20]=[CH:19][C:6]2[N:7]=[C:8]([C:10]3[CH:15]=[CH:14][CH:13]=[C:12]([OH:16])[C:11]=3[CH3:18])[S:9][C:5]=2[CH:4]=1. The yield is 0.900.